From a dataset of Reaction yield outcomes from USPTO patents with 853,638 reactions. Predict the reaction yield, written as a fraction of the theoretical maximum amount of product (1.0 means a 100% yield; for example, 0.34 means a 34% yield). The reactants are [Br:1][C:2]1[CH:7]=[CH:6][C:5]([CH2:8]Br)=[CH:4][CH:3]=1.[N:10]1([C:16]([O:18][C:19]([CH3:22])([CH3:21])[CH3:20])=[O:17])[CH2:15][CH2:14][NH:13][CH2:12][CH2:11]1.C([O-])([O-])=O.[K+].[K+]. The catalyst is CN(C=O)C. The product is [Br:1][C:2]1[CH:7]=[CH:6][C:5]([CH2:8][N:13]2[CH2:12][CH2:11][N:10]([C:16]([O:18][C:19]([CH3:22])([CH3:21])[CH3:20])=[O:17])[CH2:15][CH2:14]2)=[CH:4][CH:3]=1. The yield is 0.820.